From a dataset of Full USPTO retrosynthesis dataset with 1.9M reactions from patents (1976-2016). Predict the reactants needed to synthesize the given product. (1) Given the product [Cl:5][C:6]1[CH:11]=[CH:10][C:9]([CH2:12][CH2:13][CH2:14][CH2:15][OH:16])=[C:8]([N+:18]([O-:20])=[O:19])[CH:7]=1, predict the reactants needed to synthesize it. The reactants are: B(Br)(Br)Br.[Cl:5][C:6]1[CH:11]=[CH:10][C:9]([CH2:12][CH2:13][CH2:14][CH2:15][O:16]C)=[C:8]([N+:18]([O-:20])=[O:19])[CH:7]=1. (2) Given the product [CH2:16]([N:4]1[C:5]2[C:10](=[CH:9][C:8]([N+:11]([O-:13])=[O:12])=[CH:7][CH:6]=2)[C:2]([CH3:1])=[N:3]1)[CH3:17], predict the reactants needed to synthesize it. The reactants are: [CH3:1][C:2]1[C:10]2[C:5](=[CH:6][CH:7]=[C:8]([N+:11]([O-:13])=[O:12])[CH:9]=2)[NH:4][N:3]=1.[H-].[Na+].[CH2:16](I)[CH3:17]. (3) Given the product [Br:1][C:2]1[CH:7]=[CH:6][C:5]([F:8])=[CH:4][C:3]=1[O:9][CH2:14][CH:11]1[CH2:13][CH2:12]1, predict the reactants needed to synthesize it. The reactants are: [Br:1][C:2]1[CH:7]=[CH:6][C:5]([F:8])=[CH:4][C:3]=1[OH:9].Br[C:11]1([CH3:14])[CH2:13][CH2:12]1.